Dataset: CYP2D6 inhibition data for predicting drug metabolism from PubChem BioAssay. Task: Regression/Classification. Given a drug SMILES string, predict its absorption, distribution, metabolism, or excretion properties. Task type varies by dataset: regression for continuous measurements (e.g., permeability, clearance, half-life) or binary classification for categorical outcomes (e.g., BBB penetration, CYP inhibition). Dataset: cyp2d6_veith. (1) The molecule is CC(C)(C)c1nc(SCC(=O)Nc2ccc(N3CCOCC3)cc2)c2ccccc2n1. The result is 0 (non-inhibitor). (2) The compound is COc1cc(/C=C2/C(=N)N3C=CSC3=NC2=O)ccc1OCCCOc1c(C)cccc1C. The result is 0 (non-inhibitor). (3) The compound is Cc1ccc(OCC(=O)NNC(=O)c2cc3ccccc3o2)cc1C. The result is 0 (non-inhibitor). (4) The drug is Nc1ncnc2nn([C@H]3O[C@@H](CO)[C@@H](O)[C@H]3O)nc12. The result is 0 (non-inhibitor). (5) The drug is COc1ccc(OC)c(NC(=O)CSCc2cnn(-c3ccccc3)c2-n2cccc2)c1. The result is 0 (non-inhibitor). (6) The drug is COc1ccc(C(=O)N/N=C(\C)Cn2nc([N+](=O)[O-])cc2C)cc1. The result is 0 (non-inhibitor).